Dataset: Full USPTO retrosynthesis dataset with 1.9M reactions from patents (1976-2016). Task: Predict the reactants needed to synthesize the given product. Given the product [C:21]1([S:20]([CH2:19][C:10]2[CH:11]=[C:12]([C:15]([F:18])([F:16])[F:17])[CH:13]=[CH:14][C:9]=2[C:8]2[C:3]([O:2][CH3:1])=[CH:4][CH:5]=[C:6]([CH2:27][C:28]([OH:30])=[O:29])[CH:7]=2)=[O:36])[CH:22]=[CH:23][CH:24]=[CH:25][CH:26]=1, predict the reactants needed to synthesize it. The reactants are: [CH3:1][O:2][C:3]1[C:8]([C:9]2[CH:14]=[CH:13][C:12]([C:15]([F:18])([F:17])[F:16])=[CH:11][C:10]=2[CH2:19][S:20][C:21]2[CH:26]=[CH:25][CH:24]=[CH:23][CH:22]=2)=[CH:7][C:6]([CH2:27][C:28]([OH:30])=[O:29])=[CH:5][CH:4]=1.ClC1C=C(C=CC=1)C(OO)=[O:36].